This data is from Forward reaction prediction with 1.9M reactions from USPTO patents (1976-2016). The task is: Predict the product of the given reaction. (1) The product is: [F:1][CH:2]1[CH2:8][NH:7][CH:6]([CH3:19])[CH2:5][NH:4][CH2:3]1. Given the reactants [F:1][CH:2]1[CH2:8][N:7](S(C2C=CC(C)=CC=2)(=O)=O)[CH:6]([CH3:19])[CH2:5][N:4](S(C2C=CC(C)=CC=2)(=O)=O)[CH2:3]1, predict the reaction product. (2) The product is: [Cl:25][C:8]1[C:9]([N:11]2[CH2:16][CH2:15][CH2:14][C@@H:13]([NH:17][C:18](=[O:24])[O:19][C:20]([CH3:21])([CH3:22])[CH3:23])[CH2:12]2)=[C:10]2[C:2]([NH:1][C:26](=[O:29])[CH2:27][CH3:28])=[CH:3][NH:4][C:5]2=[N:6][CH:7]=1. Given the reactants [NH2:1][C:2]1[C:10]2[C:5](=[N:6][CH:7]=[C:8]([Cl:25])[C:9]=2[N:11]2[CH2:16][CH2:15][CH2:14][C@@H:13]([NH:17][C:18](=[O:24])[O:19][C:20]([CH3:23])([CH3:22])[CH3:21])[CH2:12]2)[NH:4][CH:3]=1.[C:26](Cl)(=[O:29])[CH2:27][CH3:28].[Li+].[OH-], predict the reaction product.